From a dataset of Full USPTO retrosynthesis dataset with 1.9M reactions from patents (1976-2016). Predict the reactants needed to synthesize the given product. (1) Given the product [Cl:27][C:28]1[CH:37]=[CH:36][C:31]([C:32]2[N:34]=[C:19]([C:18]3[CH:23]=[CH:24][C:15]([N:11]4[C:12](=[O:14])[NH:13][C:9]([C:3]5[C:2]([Cl:1])=[CH:7][CH:6]=[CH:5][C:4]=5[Cl:8])=[N:10]4)=[CH:16][C:17]=3[O:25][CH3:26])[O:21][N:33]=2)=[CH:30][CH:29]=1, predict the reactants needed to synthesize it. The reactants are: [Cl:1][C:2]1[CH:7]=[CH:6][CH:5]=[C:4]([Cl:8])[C:3]=1[C:9]1[NH:13][C:12](=[O:14])[N:11]([C:15]2[CH:24]=[CH:23][C:18]([C:19]([O:21]C)=O)=[C:17]([O:25][CH3:26])[CH:16]=2)[N:10]=1.[Cl:27][C:28]1[CH:37]=[CH:36][C:31]([C:32](=[N:34]O)[NH2:33])=[CH:30][CH:29]=1.[H-].[Na+]. (2) Given the product [CH3:21][C:17]1([CH3:22])[CH2:16][C:15]2([CH2:23][CH2:24][CH2:25][N:13]([CH:10]3[CH2:11][CH2:12][N:7]([C:5]([C:4]4[CH:3]=[C:2]([C:35]5[CH:40]=[CH:39][CH:38]=[CH:37][CH:36]=5)[CH:28]=[C:27]([C:29]5[CH:30]=[N:31][CH:32]=[CH:33][CH:34]=5)[CH:26]=4)=[O:6])[CH2:8][CH2:9]3)[CH2:14]2)[C:19](=[O:20])[O:18]1, predict the reactants needed to synthesize it. The reactants are: Br[C:2]1[CH:3]=[C:4]([CH:26]=[C:27]([C:29]2[CH:30]=[N:31][CH:32]=[CH:33][CH:34]=2)[CH:28]=1)[C:5]([N:7]1[CH2:12][CH2:11][CH:10]([N:13]2[CH2:25][CH2:24][CH2:23][C:15]3([C:19](=[O:20])[O:18][C:17]([CH3:22])([CH3:21])[CH2:16]3)[CH2:14]2)[CH2:9][CH2:8]1)=[O:6].[C:35]1(B(O)O)[CH:40]=[CH:39][CH:38]=[CH:37][CH:36]=1.C(=O)([O-])[O-].[Na+].[Na+].C(OCC)(=O)C. (3) Given the product [NH2:18][C:10]1[CH:9]=[C:8]([C:6]2[N:7]=[C:2]([NH:26][CH2:25][CH:22]3[CH2:23][CH2:24][O:19][CH2:20][CH2:21]3)[CH:3]=[N:4][CH:5]=2)[C:13]([C:14]([F:17])([F:16])[F:15])=[CH:12][N:11]=1, predict the reactants needed to synthesize it. The reactants are: Cl[C:2]1[N:7]=[C:6]([C:8]2[C:13]([C:14]([F:17])([F:16])[F:15])=[CH:12][N:11]=[C:10]([NH2:18])[CH:9]=2)[CH:5]=[N:4][CH:3]=1.[O:19]1[CH2:24][CH2:23][CH:22]([CH2:25][NH2:26])[CH2:21][CH2:20]1.CCN(C(C)C)C(C)C.CS(C)=O. (4) Given the product [CH3:31][O:30][C:25]1[CH:26]=[CH:27][CH:28]=[CH:29][C:24]=1[CH2:23][O:22][CH2:21][CH2:20][CH2:19][O:18][C:15]1[CH:14]=[CH:13][C:12]([CH:11]2[CH2:10][CH2:9][N:8]([C:32]([O:34][C:35]([CH3:38])([CH3:36])[CH3:37])=[O:33])[CH2:7][CH:6]2[O:5][CH2:4][C:3]2[CH:39]=[CH:40][CH:41]=[CH:42][C:2]=2[NH:1][C:48](=[O:49])[CH2:47][CH2:46][CH2:45][O:44][CH3:43])=[CH:17][CH:16]=1, predict the reactants needed to synthesize it. The reactants are: [NH2:1][C:2]1[CH:42]=[CH:41][CH:40]=[CH:39][C:3]=1[CH2:4][O:5][CH:6]1[CH:11]([C:12]2[CH:17]=[CH:16][C:15]([O:18][CH2:19][CH2:20][CH2:21][O:22][CH2:23][C:24]3[CH:29]=[CH:28][CH:27]=[CH:26][C:25]=3[O:30][CH3:31])=[CH:14][CH:13]=2)[CH2:10][CH2:9][N:8]([C:32]([O:34][C:35]([CH3:38])([CH3:37])[CH3:36])=[O:33])[CH2:7]1.[CH3:43][O:44][CH2:45][CH2:46][CH2:47][C:48](Cl)=[O:49]. (5) Given the product [Cl:45][C:35]1[CH:36]=[CH:37][C:38]([CH2:40][CH2:41][CH2:42][O:43][CH3:44])=[CH:39][C:34]=1[CH2:33][N:29]([CH:30]1[CH2:32][CH2:31]1)[C:27](=[O:28])[CH:17]([CH2:16][C:15]1[CH:14]=[CH:13][C:12]([O:11][CH2:10][CH2:9][O:8][C:7]2[C:6]([Cl:51])=[CH:5][C:4]([CH2:1][CH2:2][CH2:3][OH:61])=[CH:49][C:48]=2[Cl:50])=[CH:47][CH:46]=1)[CH2:18][NH:19][C:20](=[O:26])[O:21][C:22]([CH3:23])([CH3:25])[CH3:24], predict the reactants needed to synthesize it. The reactants are: [CH2:1]([C:4]1[CH:49]=[C:48]([Cl:50])[C:7]([O:8][CH2:9][CH2:10][O:11][C:12]2[CH:47]=[CH:46][C:15]([CH2:16][CH:17]([C:27]([N:29]([CH2:33][C:34]3[CH:39]=[C:38]([CH2:40][CH2:41][CH2:42][O:43][CH3:44])[CH:37]=[CH:36][C:35]=3[Cl:45])[CH:30]3[CH2:32][CH2:31]3)=[O:28])[CH2:18][NH:19][C:20](=[O:26])[O:21][C:22]([CH3:25])([CH3:24])[CH3:23])=[CH:14][CH:13]=2)=[C:6]([Cl:51])[CH:5]=1)[CH:2]=[CH2:3].C12BC(CCC1)CCC2.[OH-:61].[Na+].OO.